This data is from Peptide-MHC class II binding affinity with 134,281 pairs from IEDB. The task is: Regression. Given a peptide amino acid sequence and an MHC pseudo amino acid sequence, predict their binding affinity value. This is MHC class II binding data. (1) The peptide sequence is TFKNAHAKKPEVVVL. The MHC is DRB1_0101 with pseudo-sequence DRB1_0101. The binding affinity (normalized) is 0.443. (2) The peptide sequence is DFNEFISFCNANPGL. The MHC is DRB1_1001 with pseudo-sequence DRB1_1001. The binding affinity (normalized) is 0.688. (3) The peptide sequence is VNPIASTNDDEVLIE. The MHC is DRB1_1101 with pseudo-sequence DRB1_1101. The binding affinity (normalized) is 0. (4) The peptide sequence is NQSLGLENLEHLKRN. The MHC is DRB1_0101 with pseudo-sequence DRB1_0101. The binding affinity (normalized) is 0.564.